From a dataset of CYP3A4 inhibition data for predicting drug metabolism from PubChem BioAssay. Regression/Classification. Given a drug SMILES string, predict its absorption, distribution, metabolism, or excretion properties. Task type varies by dataset: regression for continuous measurements (e.g., permeability, clearance, half-life) or binary classification for categorical outcomes (e.g., BBB penetration, CYP inhibition). Dataset: cyp3a4_veith. The molecule is CCNC(=O)C1CC(=O)OC12CCCCC2. The result is 0 (non-inhibitor).